Dataset: TCR-epitope binding with 47,182 pairs between 192 epitopes and 23,139 TCRs. Task: Binary Classification. Given a T-cell receptor sequence (or CDR3 region) and an epitope sequence, predict whether binding occurs between them. (1) The epitope is KLWAQCVQL. The TCR CDR3 sequence is CASSIGTTSTDTQYF. Result: 1 (the TCR binds to the epitope). (2) The epitope is NYSGVVTTVMF. The TCR CDR3 sequence is CASSSTDRVMNTEAFF. Result: 0 (the TCR does not bind to the epitope). (3) The epitope is NLSALGIFST. The TCR CDR3 sequence is CASSLAGEGGNTIYF. Result: 1 (the TCR binds to the epitope). (4) The epitope is FIAGLIAIV. The TCR CDR3 sequence is CASSLASGGAVEQFF. Result: 1 (the TCR binds to the epitope). (5) The epitope is KEIDRLNEV. The TCR CDR3 sequence is CAGSEGRDQETQYF. Result: 0 (the TCR does not bind to the epitope). (6) Result: 1 (the TCR binds to the epitope). The epitope is PROT_97E67BCC. The TCR CDR3 sequence is CASSATVTNTGELFF. (7) Result: 1 (the TCR binds to the epitope). The TCR CDR3 sequence is CASSQPARRELFF. The epitope is FTYASALWEI. (8) The epitope is IQYIDIGNY. The TCR CDR3 sequence is CASSGTSGRVAWNEQFF. Result: 0 (the TCR does not bind to the epitope). (9) Result: 1 (the TCR binds to the epitope). The TCR CDR3 sequence is CASSQKGLAGEQYF. The epitope is HTTDPSFLGRY.